From a dataset of Reaction yield outcomes from USPTO patents with 853,638 reactions. Predict the reaction yield, written as a fraction of the theoretical maximum amount of product (1.0 means a 100% yield; for example, 0.34 means a 34% yield). (1) The reactants are Cl.[NH2:2][C@@H:3]([CH2:8][C:9]1[CH:14]=[CH:13][CH:12]=[CH:11][CH:10]=1)[C:4](=[O:7])[CH2:5][Cl:6].Cl[C:16]([O:18][CH3:19])=[O:17].C(=O)([O-])O.[Na+]. The catalyst is O.C1(C)C=CC=CC=1. The product is [CH3:19][O:18][C:16]([NH:2][C@@H:3]([CH2:8][C:9]1[CH:14]=[CH:13][CH:12]=[CH:11][CH:10]=1)[C:4](=[O:7])[CH2:5][Cl:6])=[O:17]. The yield is 0.780. (2) The reactants are [N:1]1[CH:6]=[CH:5][CH:4]=[CH:3][C:2]=1[C:7]([O-:9])=[O:8].[Li+].[OH-].Cl. The catalyst is C1COCC1. The product is [N:1]1[CH:6]=[CH:5][CH:4]=[CH:3][C:2]=1[C:7]([OH:9])=[O:8]. The yield is 0.980. (3) The reactants are [CH2:1]([O:3][C:4](=[O:28])[CH2:5][O:6][C:7]1[CH:12]=[CH:11][C:10]([CH2:13][CH2:14][CH2:15][CH2:16][NH:17]C(OCC2C=CC=CC=2)=O)=[CH:9][CH:8]=1)[CH3:2].[H][H]. The catalyst is [Pd].CO. The product is [CH2:1]([O:3][C:4](=[O:28])[CH2:5][O:6][C:7]1[CH:12]=[CH:11][C:10]([CH2:13][CH2:14][CH2:15][CH2:16][NH2:17])=[CH:9][CH:8]=1)[CH3:2]. The yield is 0.880.